From a dataset of Retrosynthesis with 50K atom-mapped reactions and 10 reaction types from USPTO. Predict the reactants needed to synthesize the given product. (1) Given the product CNC(=O)COc1cc(C#N)ccc1CNC(=O)c1cncc(Cl)c1, predict the reactants needed to synthesize it. The reactants are: CNC(=O)COc1cc(C#N)ccc1CN.O=C(O)c1cncc(Cl)c1. (2) Given the product Cc1nc(OCCCCN2CCN(c3cccc4ccc(F)cc34)CC2)nc2c1ccc(=O)n2C, predict the reactants needed to synthesize it. The reactants are: Cc1nc(OCCCC=O)nc2c1ccc(=O)n2C.Fc1ccc2cccc(N3CCNCC3)c2c1. (3) Given the product CCC1(CC2Cc3c(cccc3-c3ccc(C(C)(C)C)cc3)C2=O)CCCCC1, predict the reactants needed to synthesize it. The reactants are: CCC1(C=C2Cc3c(cccc3-c3ccc(C(C)(C)C)cc3)C2=O)CCCCC1. (4) Given the product CCOC(=O)CCCCn1c(C(=O)OCC)cc2c(Cl)cc(O)cc21, predict the reactants needed to synthesize it. The reactants are: CCOC(=O)CCCCn1c(C(=O)OCC)cc2c(Cl)cc(OCc3ccccc3)cc21.